The task is: Binary Classification. Given a drug SMILES string, predict its activity (active/inactive) in a high-throughput screening assay against a specified biological target.. This data is from HIV replication inhibition screening data with 41,000+ compounds from the AIDS Antiviral Screen. (1) The drug is CCOP(=O)(OCC)C(=CNC(=S)c1ccncc1)C(=O)OC. The result is 1 (active). (2) The molecule is Cl.O=C1C(CN2CCCC2)CCCC1CN1CCCC1. The result is 0 (inactive). (3) The result is 0 (inactive). The drug is COC(=O)C(CCS(=O)(=O)CC(=O)C(=O)Nc1cccc(C(C)=O)c1)C(=O)OC. (4) The molecule is O=C(O)c1c(-c2cccc3ccccc23)sc(-c2cccc3ccccc23)c1C(=O)O. The result is 0 (inactive). (5) The molecule is CC(Cc1ccccc1)Nc1ncnc2c1ncn2C1OC(CO)CC1O. The result is 0 (inactive). (6) The drug is O=[Se]1[OH+][Pt-2]2(NC3CCCCC3N2)[OH+]1. The result is 0 (inactive).